The task is: Predict the reaction yield, written as a fraction of the theoretical maximum amount of product (1.0 means a 100% yield; for example, 0.34 means a 34% yield).. This data is from Reaction yield outcomes from USPTO patents with 853,638 reactions. (1) The reactants are [C:1]([O:4][C@@H:5]1[C@@H:10]([O:11][C:12](=[O:14])[CH3:13])[C@H:9]([O:15][C:16](=[O:18])[CH3:17])[C@@H:8]([S:19][CH3:20])[O:7][C@H:6]1[C:21]1[CH:26]=[CH:25][C:24]([CH3:27])=[C:23]([CH2:28][C:29]2[CH:34]=[CH:33][C:32](/[CH:35]=[CH:36]/[CH2:37][C:38]([O:40][CH3:41])=[O:39])=[CH:31][CH:30]=2)[CH:22]=1)(=[O:3])[CH3:2]. The catalyst is C1COCC1.CO.[Pd]. The product is [C:1]([O:4][C@@H:5]1[C@@H:10]([O:11][C:12](=[O:14])[CH3:13])[C@H:9]([O:15][C:16](=[O:18])[CH3:17])[C@@H:8]([S:19][CH3:20])[O:7][C@H:6]1[C:21]1[CH:26]=[CH:25][C:24]([CH3:27])=[C:23]([CH2:28][C:29]2[CH:30]=[CH:31][C:32]([CH2:35][CH2:36][CH2:37][C:38]([O:40][CH3:41])=[O:39])=[CH:33][CH:34]=2)[CH:22]=1)(=[O:3])[CH3:2]. The yield is 0.940. (2) The yield is 0.610. The catalyst is C1COCC1. The reactants are C(NC(C)C)(C)C.C([Li])CCC.[CH3:13][C@@H:14]1[C@H:18]([C:19]2[CH:24]=[CH:23][CH:22]=[CH:21][CH:20]=2)[O:17][C:16](=[O:25])[N:15]1[C:26](=[O:35])[CH2:27][CH2:28][C@H:29]([CH3:34])[CH2:30][CH2:31][CH2:32][CH3:33].Br[CH2:37][C:38]([O:40][C:41]([CH3:44])([CH3:43])[CH3:42])=[O:39]. The product is [C:41]([O:40][C:38](=[O:39])[CH2:37][C@@H:27]([C:26]([N:15]1[C@H:14]([CH3:13])[C@H:18]([C:19]2[CH:24]=[CH:23][CH:22]=[CH:21][CH:20]=2)[O:17][C:16]1=[O:25])=[O:35])[CH2:28][C@H:29]([CH3:34])[CH2:30][CH2:31][CH2:32][CH3:33])([CH3:44])([CH3:43])[CH3:42]. (3) The product is [Cl:1][C:2]1[CH:3]=[CH:4][C:5]2[CH2:11][CH2:10][C:9]3[CH:12]=[CH:13][CH:14]=[CH:15][C:8]=3[N:7]([CH2:16][CH2:17][CH2:18][NH:19][C:30](=[O:31])[N:29]([CH3:33])[CH3:28])[C:6]=2[CH:20]=1. The catalyst is CN(C=O)C. The reactants are [Cl:1][C:2]1[CH:3]=[CH:4][C:5]2[CH2:11][CH2:10][C:9]3[CH:12]=[CH:13][CH:14]=[CH:15][C:8]=3[N:7]([CH2:16][CH2:17][CH2:18][NH2:19])[C:6]=2[CH:20]=1.C(N(CC)CC)C.[CH3:28][N:29]([CH3:33])[C:30](Cl)=[O:31].[Na+].[Cl-]. The yield is 0.880. (4) The product is [Br:21][C:20]1[C:16]([C:12]2[CH:11]=[C:10]([NH:9][C:6]([C:2]3[S:1][CH:5]=[CH:4][CH:3]=3)=[O:7])[CH:15]=[CH:14][CH:13]=2)=[N:17][N:18]([CH3:22])[CH:19]=1. The reactants are [S:1]1[CH:5]=[CH:4][CH:3]=[C:2]1[C:6](Cl)=[O:7].[NH2:9][C:10]1[CH:11]=[C:12]([C:16]2[C:20]([Br:21])=[CH:19][N:18]([CH3:22])[N:17]=2)[CH:13]=[CH:14][CH:15]=1.C(N(CC)CC)C. The catalyst is C(Cl)Cl. The yield is 0.680.